From a dataset of Catalyst prediction with 721,799 reactions and 888 catalyst types from USPTO. Predict which catalyst facilitates the given reaction. Product: [Cl:1][C:2]1[C:7]([C:8]2[CH:13]=[CH:12][CH:11]=[CH:10][CH:9]=2)=[N:6][N:5]=[C:4]2[N:14]([CH2:23][CH2:24][N:30]3[CH2:31][CH2:32][C:28]([F:33])([F:27])[CH2:29]3)[N:15]=[C:16]([C:17]3[CH:22]=[CH:21][CH:20]=[CH:19][CH:18]=3)[C:3]=12. The catalyst class is: 2. Reactant: [Cl:1][C:2]1[C:7]([C:8]2[CH:13]=[CH:12][CH:11]=[CH:10][CH:9]=2)=[N:6][N:5]=[C:4]2[N:14]([CH2:23][CH2:24]I)[N:15]=[C:16]([C:17]3[CH:22]=[CH:21][CH:20]=[CH:19][CH:18]=3)[C:3]=12.Cl.[F:27][C:28]1([F:33])[CH2:32][CH2:31][NH:30][CH2:29]1.CCN(C(C)C)C(C)C.